From a dataset of Full USPTO retrosynthesis dataset with 1.9M reactions from patents (1976-2016). Predict the reactants needed to synthesize the given product. (1) Given the product [F:21][C:18]1[CH:19]=[CH:20][C:15]([C:11]2[CH2:12][CH2:13][NH:8][CH2:9][CH:10]=2)=[CH:16][C:17]=1[C:22]([F:25])([F:23])[F:24], predict the reactants needed to synthesize it. The reactants are: C(OC([N:8]1[CH2:13][CH2:12][C:11]([C:15]2[CH:20]=[CH:19][C:18]([F:21])=[C:17]([C:22]([F:25])([F:24])[F:23])[CH:16]=2)(O)[CH2:10][CH2:9]1)=O)(C)(C)C. (2) Given the product [CH2:34]([NH:33][C:31]([C@@H:30]([NH:29][C:11]([C:9]1[CH:8]=[CH:7][C:6]2[N:2]([CH3:1])[C:3]([NH:14][C:15]3[S:16][C:17]4[CH:23]=[C:22]([O:24][C:25]([F:28])([F:26])[F:27])[CH:21]=[CH:20][C:18]=4[N:19]=3)=[N:4][C:5]=2[CH:10]=1)=[O:12])[CH3:36])=[O:32])[CH3:35], predict the reactants needed to synthesize it. The reactants are: [CH3:1][N:2]1[C:6]2[CH:7]=[CH:8][C:9]([C:11](O)=[O:12])=[CH:10][C:5]=2[N:4]=[C:3]1[NH:14][C:15]1[S:16][C:17]2[CH:23]=[C:22]([O:24][C:25]([F:28])([F:27])[F:26])[CH:21]=[CH:20][C:18]=2[N:19]=1.[NH2:29][C@@H:30]([CH3:36])[C:31]([NH:33][CH2:34][CH3:35])=[O:32].CN(C(ON1N=NC2C=CC=CC1=2)=[N+](C)C)C.F[P-](F)(F)(F)(F)F.CCN(C(C)C)C(C)C. (3) Given the product [O:7]=[C:6]([C:8]1[CH:13]=[CH:12][CH:11]=[CH:10][CH:9]=1)[CH2:5][CH2:4][CH2:3][CH2:2][N:18]1[C:14](=[O:24])[C:15]2[C:16](=[CH:20][CH:21]=[CH:22][CH:23]=2)[C:17]1=[O:19], predict the reactants needed to synthesize it. The reactants are: Cl[CH2:2][CH2:3][CH2:4][CH2:5][C:6]([C:8]1[CH:13]=[CH:12][CH:11]=[CH:10][CH:9]=1)=[O:7].[C:14]1(=[O:24])[NH:18][C:17](=[O:19])[C:16]2=[CH:20][CH:21]=[CH:22][CH:23]=[C:15]12.C(=O)([O-])[O-].[K+].[K+].C(OC(C)C)(C)C.